This data is from Peptide-MHC class I binding affinity with 185,985 pairs from IEDB/IMGT. The task is: Regression. Given a peptide amino acid sequence and an MHC pseudo amino acid sequence, predict their binding affinity value. This is MHC class I binding data. (1) The peptide sequence is KAGQYVTIW. The MHC is Mamu-A2201 with pseudo-sequence Mamu-A2201. The binding affinity (normalized) is 0. (2) The peptide sequence is KLLNRVIGY. The MHC is HLA-B58:01 with pseudo-sequence HLA-B58:01. The binding affinity (normalized) is 0.0847.